From a dataset of Catalyst prediction with 721,799 reactions and 888 catalyst types from USPTO. Predict which catalyst facilitates the given reaction. Reactant: [F:1][C:2]1[CH:10]=[C:9]2[C:5]([CH:6]=[CH:7][NH:8]2)=[CH:4][CH:3]=1.[F:11][C:12]([F:23])([F:22])[C:13](O[C:13](=[O:14])[C:12]([F:23])([F:22])[F:11])=[O:14]. Product: [F:11][C:12]([F:23])([F:22])[C:13]([C:6]1[C:5]2[C:9](=[CH:10][C:2]([F:1])=[CH:3][CH:4]=2)[NH:8][CH:7]=1)=[O:14]. The catalyst class is: 7.